From a dataset of Peptide-MHC class II binding affinity with 134,281 pairs from IEDB. Regression. Given a peptide amino acid sequence and an MHC pseudo amino acid sequence, predict their binding affinity value. This is MHC class II binding data. (1) The peptide sequence is PRGVTHDQLNNFRAG. The MHC is DRB1_1302 with pseudo-sequence DRB1_1302. The binding affinity (normalized) is 0.242. (2) The peptide sequence is PLHLRYYRITYGETG. The MHC is DRB5_0101 with pseudo-sequence DRB5_0101. The binding affinity (normalized) is 0.392.